Dataset: Reaction yield outcomes from USPTO patents with 853,638 reactions. Task: Predict the reaction yield, written as a fraction of the theoretical maximum amount of product (1.0 means a 100% yield; for example, 0.34 means a 34% yield). (1) The reactants are [CH2:1]1COCC1.[CH3:6][C:7]1[C:11]([CH:12]=[O:13])=[C:10]([C:14]2[CH:19]=[CH:18][CH:17]=[CH:16][CH:15]=2)[O:9][N:8]=1.C[Mg]Br.Cl. The product is [CH3:6][C:7]1[C:11]([CH:12]([OH:13])[CH3:1])=[C:10]([C:14]2[CH:19]=[CH:18][CH:17]=[CH:16][CH:15]=2)[O:9][N:8]=1. The catalyst is C(OCC)(=O)C. The yield is 0.960. (2) The reactants are [Cl:1][C:2]1[CH:3]=[C:4]([CH:8]=[CH:9][C:10]=1[C:11]([N:13]1[CH2:17][CH:16]=[CH:15][CH2:14]1)=[O:12])[C:5]([OH:7])=O.CN(C(ON1N=NC2C=CC=CC1=2)=[N+](C)C)C.[B-](F)(F)(F)F.C(N(C(C)C)CC)(C)C.[Cl:49][C:50]1[CH:68]=[CH:67][C:53]2[NH:54][C:55]([C@@H:57]([NH2:66])[CH2:58][O:59][C:60]([O:62][CH:63]([CH3:65])[CH3:64])=[O:61])=[N:56][C:52]=2[CH:51]=1.ClCl. The catalyst is O1CCCC1. The product is [Cl:1][C:2]1[CH:3]=[C:4]([CH:8]=[CH:9][C:10]=1[C:11]([N:13]1[CH2:17][CH:16]=[CH:15][CH2:14]1)=[O:12])[C:5]([NH:66][C@H:57]([C:55]1[NH:54][C:53]2[CH:67]=[CH:68][C:50]([Cl:49])=[CH:51][C:52]=2[N:56]=1)[CH2:58][O:59][C:60]([O:62][CH:63]([CH3:65])[CH3:64])=[O:61])=[O:7]. The yield is 0.400. (3) The reactants are C[O:2][C:3](=O)[C:4]1[CH:9]=[CH:8][C:7]([N:10]2[CH:14]=[N:13][CH:12]=[N:11]2)=[C:6]([C:15]2[N:19]([C:20]([CH3:23])([CH3:22])[CH3:21])[C:18]3[CH:24]=[CH:25][C:26]([Br:28])=[CH:27][C:17]=3[N:16]=2)[CH:5]=1.[H-].[Al+3].[Li+].[H-].[H-].[H-]. The catalyst is C1COCC1. The product is [Br:28][C:26]1[CH:25]=[CH:24][C:18]2[N:19]([C:20]([CH3:21])([CH3:23])[CH3:22])[C:15]([C:6]3[CH:5]=[C:4]([CH2:3][OH:2])[CH:9]=[CH:8][C:7]=3[N:10]3[CH:14]=[N:13][CH:12]=[N:11]3)=[N:16][C:17]=2[CH:27]=1. The yield is 0.500.